From a dataset of Catalyst prediction with 721,799 reactions and 888 catalyst types from USPTO. Predict which catalyst facilitates the given reaction. (1) Reactant: [Cl:1][C:2]1[CH:3]=[C:4]2[C:9](=[C:10]([C:12]3[CH:17]=[CH:16][C:15]([O:18][CH3:19])=[C:14]([CH3:20])[CH:13]=3)[CH:11]=1)[O:8][CH:7]([C:21]([F:24])([F:23])[F:22])[C:6]([C:25]([OH:27])=[O:26])=[CH:5]2.[OH-].[Na+:29]. Product: [Cl:1][C:2]1[CH:3]=[C:4]2[C:9](=[C:10]([C:12]3[CH:17]=[CH:16][C:15]([O:18][CH3:19])=[C:14]([CH3:20])[CH:13]=3)[CH:11]=1)[O:8][CH:7]([C:21]([F:24])([F:22])[F:23])[C:6]([C:25]([O-:27])=[O:26])=[CH:5]2.[Na+:29]. The catalyst class is: 8. (2) Reactant: [C:1]([C:5]1[N:10]=[CH:9][N:8]=[C:7]([NH:11][C:12]([NH:14][C:15]2[CH:20]=[CH:19][C:18]([O:21][C:22]3[CH:27]=[CH:26][N:25]=[C:24]([C:28]#[N:29])[CH:23]=3)=[CH:17][C:16]=2[F:30])=[O:13])[CH:6]=1)([CH3:4])([CH3:3])[CH3:2].C([O-])([O-])=[O:32].C([O-])([O-])=O.OO.OO.OO.[Na+].[Na+].[Na+].[Na+]. Product: [C:1]([C:5]1[N:10]=[CH:9][N:8]=[C:7]([NH:11][C:12](=[O:13])[NH:14][C:15]2[CH:20]=[CH:19][C:18]([O:21][C:22]3[CH:27]=[CH:26][N:25]=[C:24]([C:28]([NH2:29])=[O:32])[CH:23]=3)=[CH:17][C:16]=2[F:30])[CH:6]=1)([CH3:4])([CH3:2])[CH3:3]. The catalyst class is: 95. (3) Reactant: [OH:1][C:2]1[CH:3]=[C:4]2[C:9](=[CH:10][C:11]=1[O:12][CH3:13])[O:8][CH2:7][CH2:6][C:5]2=[O:14].C([O-])([O-])=O.[K+].[K+].[CH3:21][CH2:22][CH3:23]. Product: [CH:22]([O:1][C:2]1[CH:3]=[C:4]2[C:9](=[CH:10][C:11]=1[O:12][CH3:13])[O:8][CH2:7][CH2:6][C:5]2=[O:14])([CH3:23])[CH3:21]. The catalyst class is: 3. (4) Reactant: [CH3:1][C:2]1[CH:7]=[C:6]([N+:8]([O-:10])=[O:9])[CH:5]=[CH:4][C:3]=1[OH:11].[CH3:12][N:13]([CH3:17])[CH2:14][CH2:15]Cl.C(=O)([O-])[O-].[K+].[K+]. Product: [CH3:12][N:13]([CH2:14][CH2:15][O:11][C:3]1[CH:4]=[CH:5][C:6]([N+:8]([O-:10])=[O:9])=[CH:7][C:2]=1[CH3:1])[CH3:17]. The catalyst class is: 10.